This data is from Full USPTO retrosynthesis dataset with 1.9M reactions from patents (1976-2016). The task is: Predict the reactants needed to synthesize the given product. (1) The reactants are: [CH3:1][N:2]1[CH:7]=[C:6](B2OC(C)(C)C(C)(C)O2)[CH:5]=[C:4]([NH:17][C:18]2[CH:23]=[CH:22][C:21]([N:24]3[CH2:29][CH2:28][N:27]([CH:30]4[CH2:33][O:32][CH2:31]4)[CH2:26][C@@H:25]3[CH3:34])=[CH:20][N:19]=2)[C:3]1=[O:35].Br[C:37]1[C:42]([CH:43]=[O:44])=[C:41]([Cl:45])[N:40]=[CH:39][CH:38]=1.[O-]P([O-])([O-])=O.[K+].[K+].[K+].C([O-])(=O)C.[Na+]. Given the product [Cl:45][C:41]1[N:40]=[CH:39][CH:38]=[C:37]([C:6]2[CH:5]=[C:4]([NH:17][C:18]3[CH:23]=[CH:22][C:21]([N:24]4[CH2:29][CH2:28][N:27]([CH:30]5[CH2:33][O:32][CH2:31]5)[CH2:26][C@@H:25]4[CH3:34])=[CH:20][N:19]=3)[C:3](=[O:35])[N:2]([CH3:1])[CH:7]=2)[C:42]=1[CH:43]=[O:44], predict the reactants needed to synthesize it. (2) Given the product [CH3:1][O:2][C:3]([C:5]1[CH:6]=[N:7][N:8]2[CH:13]=[C:12]([C:14]3[CH:19]=[CH:18][C:17]([F:20])=[CH:16][C:15]=3[F:21])[C:11]([C:34]3[CH:35]=[CH:36][C:31]([CH:29]=[O:30])=[CH:32][CH:33]=3)=[N:10][C:9]=12)=[O:4], predict the reactants needed to synthesize it. The reactants are: [CH3:1][O:2][C:3]([C:5]1[CH:6]=[N:7][N:8]2[CH:13]=[C:12]([C:14]3[CH:19]=[CH:18][C:17]([F:20])=[CH:16][C:15]=3[F:21])[C:11](Cl)=[N:10][C:9]=12)=[O:4].C([O-])([O-])=O.[Na+].[Na+].[CH:29]([C:31]1[CH:36]=[CH:35][C:34](B(O)O)=[CH:33][CH:32]=1)=[O:30]. (3) Given the product [C:1]1([C:7]2[S:11][CH:10]=[C:9]([C:12]([C:14]3[CH:19]=[C:18]([O:20][CH3:21])[C:17]([O:22][CH3:23])=[C:16]([O:24][CH3:25])[CH:15]=3)=[O:13])[CH:8]=2)[CH:6]=[CH:5][CH:4]=[CH:3][CH:2]=1, predict the reactants needed to synthesize it. The reactants are: [C:1]1([C:7]2[S:11][CH:10]=[C:9]([CH:12]([C:14]3[CH:19]=[C:18]([O:20][CH3:21])[C:17]([O:22][CH3:23])=[C:16]([O:24][CH3:25])[CH:15]=3)[OH:13])[CH:8]=2)[CH:6]=[CH:5][CH:4]=[CH:3][CH:2]=1.CC(OI1(OC(C)=O)(OC(C)=O)OC(=O)C2C=CC=CC1=2)=O. (4) Given the product [C:12]1([C:18]2[CH:27]=[C:26]([C:28]([NH:30][C:31]3[O:35][C:34]([C:36]4[S:37][CH:38]=[CH:39][CH:40]=4)=[N:33][N:32]=3)=[O:29])[C:25]3[C:20](=[CH:21][CH:22]=[C:23]([O:42][C:43]([F:46])([F:45])[F:44])[CH:24]=3)[N:19]=2)[CH:13]=[CH:14][CH:15]=[CH:16][CH:17]=1, predict the reactants needed to synthesize it. The reactants are: C1(C)C=CC(S(Cl)(=O)=O)=CC=1.[C:12]1([C:18]2[CH:27]=[C:26]([C:28]([NH:30][C:31](=S)[NH:32][NH:33][C:34]([C:36]3[S:37][CH:38]=[CH:39][CH:40]=3)=[O:35])=[O:29])[C:25]3[C:20](=[CH:21][CH:22]=[C:23]([O:42][C:43]([F:46])([F:45])[F:44])[CH:24]=3)[N:19]=2)[CH:17]=[CH:16][CH:15]=[CH:14][CH:13]=1. (5) Given the product [F:1][C:2]1[CH:3]=[CH:4][C:5]([CH:8]([O:9][S:16]([CH3:15])(=[O:18])=[O:17])[C:10]2[O:11][CH:12]=[CH:13][N:14]=2)=[CH:6][CH:7]=1, predict the reactants needed to synthesize it. The reactants are: [F:1][C:2]1[CH:7]=[CH:6][C:5]([CH:8]([C:10]2[O:11][CH:12]=[CH:13][N:14]=2)[OH:9])=[CH:4][CH:3]=1.[CH3:15][S:16](Cl)(=[O:18])=[O:17].